From a dataset of Reaction yield outcomes from USPTO patents with 853,638 reactions. Predict the reaction yield, written as a fraction of the theoretical maximum amount of product (1.0 means a 100% yield; for example, 0.34 means a 34% yield). (1) The reactants are [C:1]([Br:5])(Br)(Br)[Br:2].C1(P(C2C=CC=CC=2)C2C=CC=CC=2)C=CC=CC=1.[F:25][C:26]1[CH:27]=[C:28]([CH:31]=[CH:32][CH:33]=1)[CH:29]=O. The catalyst is C(Cl)Cl. The product is [Br:2][C:1]([Br:5])=[CH:29][C:28]1[CH:31]=[CH:32][CH:33]=[C:26]([F:25])[CH:27]=1. The yield is 1.00. (2) The reactants are O=[C:2]([NH:24][CH2:25][C:26]1[CH:31]=[CH:30][CH:29]=[CH:28][CH:27]=1)[CH2:3][C:4]([C:6]1[CH:7]=[CH:8][C:9]2[O:15][CH2:14][CH2:13][N:12]([C:16]([O:18][C:19]([CH3:22])([CH3:21])[CH3:20])=[O:17])[CH2:11][C:10]=2[CH:23]=1)=[O:5].COC1C=CC(P2(SP(C3C=CC(OC)=CC=3)(=S)S2)=[S:41])=CC=1. The catalyst is O1CCOCC1. The product is [C:26]1([CH2:25][NH:24][C:2](=[S:41])[CH2:3][C:4]([C:6]2[CH:7]=[CH:8][C:9]3[O:15][CH2:14][CH2:13][N:12]([C:16]([O:18][C:19]([CH3:22])([CH3:21])[CH3:20])=[O:17])[CH2:11][C:10]=3[CH:23]=2)=[O:5])[CH:31]=[CH:30][CH:29]=[CH:28][CH:27]=1. The yield is 0.830. (3) The reactants are [C:1]([C:4]1[CH:12]=[CH:11][C:7]([C:8]([OH:10])=O)=[CH:6][C:5]=1[Br:13])(=[O:3])[CH3:2].[NH2:14][C:15]1[CH:20]=[CH:19][N:18]=[CH:17][CH:16]=1.CCN(C(C)C)C(C)C.CN(C(ON1N=NC2C=CC=CC1=2)=[N+](C)C)C.[B-](F)(F)(F)F. The catalyst is O1CCOCC1.CN(C=O)C. The product is [C:1]([C:4]1[CH:12]=[CH:11][C:7]([C:8]([NH:14][C:15]2[CH:20]=[CH:19][N:18]=[CH:17][CH:16]=2)=[O:10])=[CH:6][C:5]=1[Br:13])(=[O:3])[CH3:2]. The yield is 0.780. (4) The catalyst is CC(O)C.[Cl-].[Zn+2].[Cl-]. The reactants are [CH2:1]([O:8][CH2:9][C:10]([NH:12][C:13]1[CH:18]=[CH:17][C:16]([F:19])=[CH:15][CH:14]=1)=O)[C:2]1[CH:7]=[CH:6][CH:5]=[CH:4][CH:3]=1.[CH2:20]([N:22]([CH2:33][CH3:34])[C:23]([CH:25]1[CH2:30][CH2:29][CH2:28][CH:27](Br)[C:26]1=O)=[O:24])[CH3:21]. The product is [CH2:33]([N:22]([CH2:20][CH3:21])[C:23]([CH:25]1[C:26]2[C:18]3[C:13](=[CH:14][CH:15]=[C:16]([F:19])[CH:17]=3)[N:12]([CH2:10][CH2:9][O:8][CH2:1][C:2]3[CH:7]=[CH:6][CH:5]=[CH:4][CH:3]=3)[C:27]=2[CH2:28][CH2:29][CH2:30]1)=[O:24])[CH3:34]. The yield is 0.110. (5) The reactants are C[O:2][C:3](=O)[CH:4]([NH:11][CH:12]([C:25]1[CH:30]=[C:29]([F:31])[CH:28]=[CH:27][C:26]=1[OH:32])[CH2:13][CH2:14][C:15]1[CH:20]=[CH:19][C:18]([O:21][CH3:22])=[C:17]([O:23][CH3:24])[CH:16]=1)[C:5]1[CH:10]=[CH:9][CH:8]=[CH:7][CH:6]=1.[OH-].[Na+].[CH3:36][N:37](C(ON1N=NC2C=CC=CC1=2)=[N+](C)C)[CH3:38].[B-](F)(F)(F)F.CNC. The catalyst is C(O)C. The product is [CH3:24][O:23][C:17]1[CH:16]=[C:15]([CH2:14][CH2:13][CH:12]([NH:11][CH:4]([C:5]2[CH:10]=[CH:9][CH:8]=[CH:7][CH:6]=2)[C:3]([N:37]([CH3:38])[CH3:36])=[O:2])[C:25]2[CH:30]=[C:29]([F:31])[CH:28]=[CH:27][C:26]=2[OH:32])[CH:20]=[CH:19][C:18]=1[O:21][CH3:22]. The yield is 0.260. (6) The reactants are [NH:1]1[CH:5]=[CH:4][N:3]=[C:2]1[CH:6]=[O:7].C(=O)([O-])[O-].[K+].[K+].I[CH2:15][CH3:16]. The catalyst is CN(C)C=O. The product is [CH2:15]([N:1]1[CH:5]=[CH:4][N:3]=[C:2]1[CH:6]=[O:7])[CH3:16]. The yield is 0.840. (7) The reactants are [F:1][C:2]([F:28])([O:7][C:8]1[CH:13]=[CH:12][C:11]([N:14]2[CH:18]=[N:17][C:16]([C:19]3[CH:27]=[CH:26][C:22]([C:23](O)=[O:24])=[CH:21][CH:20]=3)=[N:15]2)=[CH:10][CH:9]=1)[C:3]([F:6])([F:5])[F:4].S(Cl)([Cl:31])=O. The catalyst is ClCCl. The product is [F:1][C:2]([F:28])([O:7][C:8]1[CH:13]=[CH:12][C:11]([N:14]2[CH:18]=[N:17][C:16]([C:19]3[CH:27]=[CH:26][C:22]([C:23]([Cl:31])=[O:24])=[CH:21][CH:20]=3)=[N:15]2)=[CH:10][CH:9]=1)[C:3]([F:6])([F:5])[F:4]. The yield is 1.08. (8) The reactants are [C:1](=[O:19])([O:5][C:6]1[CH:11]=[CH:10][C:9]([O:12][CH3:13])=[C:8]([NH:14][S:15]([CH3:18])(=[O:17])=[O:16])[CH:7]=1)[O:2][CH2:3][CH3:4].[H-].[Na+].Cl.Cl[CH2:24][CH2:25][N:26]1[CH2:31][CH2:30][O:29][CH2:28][CH2:27]1. The catalyst is CN(C=O)C.C(Cl)Cl. The product is [C:1](=[O:19])([O:5][C:6]1[CH:11]=[CH:10][C:9]([O:12][CH3:13])=[C:8]([N:14]([CH2:24][CH2:25][N:26]2[CH2:31][CH2:30][O:29][CH2:28][CH2:27]2)[S:15]([CH3:18])(=[O:16])=[O:17])[CH:7]=1)[O:2][CH2:3][CH3:4]. The yield is 0.211.